From a dataset of Forward reaction prediction with 1.9M reactions from USPTO patents (1976-2016). Predict the product of the given reaction. (1) Given the reactants F[C:2]1[CH:7]=[CH:6][C:5]([N+:8]([O-:10])=[O:9])=[CH:4][C:3]=1[CH2:11][C:12]([OH:14])=O.[NH2:15][CH2:16][CH:17]1[CH2:19][CH2:18]1, predict the reaction product. The product is: [CH:17]1([CH2:16][N:15]2[C:2]3[C:3](=[CH:4][C:5]([N+:8]([O-:10])=[O:9])=[CH:6][CH:7]=3)[CH2:11][C:12]2=[O:14])[CH2:19][CH2:18]1. (2) Given the reactants [Cl-].O[NH3+:3].[C:4](=[O:7])([O-])[OH:5].[Na+].CS(C)=O.[CH2:13]([C:15]1[N:16]=[C:17]([CH2:46][CH2:47][CH3:48])[N:18]([CH2:31][C:32]2[CH:37]=[CH:36][C:35]([C:38]3[C:39]([C:44]#[N:45])=[CH:40][CH:41]=[CH:42][CH:43]=3)=[CH:34][CH:33]=2)[C:19](=[O:30])[C:20]=1[O:21][C:22]1[CH:27]=[CH:26][C:25]([CH2:28][CH3:29])=[CH:24][CH:23]=1)[CH3:14], predict the reaction product. The product is: [CH2:13]([C:15]1[N:16]=[C:17]([CH2:46][CH2:47][CH3:48])[N:18]([CH2:31][C:32]2[CH:37]=[CH:36][C:35]([C:38]3[CH:43]=[CH:42][CH:41]=[CH:40][C:39]=3[C:44]3[NH:3][C:4](=[O:7])[O:5][N:45]=3)=[CH:34][CH:33]=2)[C:19](=[O:30])[C:20]=1[O:21][C:22]1[CH:23]=[CH:24][C:25]([CH2:28][CH3:29])=[CH:26][CH:27]=1)[CH3:14]. (3) Given the reactants Cl.C[O:3][C:4]([C:6]1[CH:11]=[C:10]([Cl:12])[CH:9]=[CH:8][N:7]=1)=O.[CH3:13][NH2:14], predict the reaction product. The product is: [CH3:13][NH:14][C:4]([C:6]1[CH:11]=[C:10]([Cl:12])[CH:9]=[CH:8][N:7]=1)=[O:3].